Dataset: Forward reaction prediction with 1.9M reactions from USPTO patents (1976-2016). Task: Predict the product of the given reaction. Given the reactants [C:1]([O:5][C:6](=[O:44])[C:7]([S:10][C:11]1[S:12][CH:13]=[C:14]([CH2:16][CH2:17][N:18]([C:31]2[CH:36]=[CH:35][C:34]([C:37]3[CH:42]=[CH:41][C:40]([F:43])=[CH:39][CH:38]=3)=[CH:33][CH:32]=2)S(C2C=CC=CC=2[N+]([O-])=O)(=O)=O)[N:15]=1)([CH3:9])[CH3:8])([CH3:4])([CH3:3])[CH3:2].C1(S)C=CC=CC=1.C(=O)([O-])[O-].[K+].[K+].O, predict the reaction product. The product is: [C:1]([O:5][C:6](=[O:44])[C:7]([S:10][C:11]1[S:12][CH:13]=[C:14]([CH2:16][CH2:17][NH:18][C:31]2[CH:36]=[CH:35][C:34]([C:37]3[CH:38]=[CH:39][C:40]([F:43])=[CH:41][CH:42]=3)=[CH:33][CH:32]=2)[N:15]=1)([CH3:9])[CH3:8])([CH3:2])([CH3:3])[CH3:4].